From a dataset of Full USPTO retrosynthesis dataset with 1.9M reactions from patents (1976-2016). Predict the reactants needed to synthesize the given product. (1) Given the product [Br:1][C:2]1[CH:11]=[C:10]2[C:5]([CH:6]=[CH:7][C:8]([CH2:12][NH:19][CH2:18][C:17]3[CH:20]=[CH:21][C:22]([O:24][CH3:25])=[CH:23][C:16]=3[O:15][CH3:14])=[N:9]2)=[CH:4][CH:3]=1, predict the reactants needed to synthesize it. The reactants are: [Br:1][C:2]1[CH:11]=[C:10]2[C:5]([CH:6]=[CH:7][C:8]([CH:12]=O)=[N:9]2)=[CH:4][CH:3]=1.[CH3:14][O:15][C:16]1[CH:23]=[C:22]([O:24][CH3:25])[CH:21]=[CH:20][C:17]=1[CH2:18][NH2:19].C(O[BH-](OC(=O)C)OC(=O)C)(=O)C.[Na+]. (2) Given the product [Cl:1][C:2]1[CH:3]=[CH:4][C:5]([CH:8]2[CH2:13][C:12](=[O:14])[N:11]([CH3:22])[C:10]([CH3:15])=[C:28]2[C:26]([O:25][CH3:24])=[O:27])=[CH:6][CH:7]=1, predict the reactants needed to synthesize it. The reactants are: [Cl:1][C:2]1[CH:7]=[CH:6][C:5]([CH:8]2[CH2:13][C:12](=[O:14])[NH:11][C:10]([CH3:15])=C2C(O)=O)=[CH:4][CH:3]=1.[H-].[Na+].I[CH3:22].C[CH2:24][O:25][C:26]([CH3:28])=[O:27]. (3) Given the product [Br:1][C:2]1[CH:7]=[C:6]([NH:15][CH2:14][C:13]([F:17])([F:16])[F:12])[C:5]([N+:9]([O-:11])=[O:10])=[CH:4][N:3]=1, predict the reactants needed to synthesize it. The reactants are: [Br:1][C:2]1[CH:7]=[C:6](Br)[C:5]([N+:9]([O-:11])=[O:10])=[CH:4][N:3]=1.[F:12][C:13]([F:17])([F:16])[CH2:14][NH2:15]. (4) Given the product [C:22]([C:26]1[CH:32]=[CH:31][C:29]([ClH:1][C:2]2[C:11]3[C:6](=[CH:7][C:8]([C:12]4[C:17]([C:18]([F:20])([F:19])[F:21])=[CH:16][CH:15]=[CH:14][N:13]=4)=[CH:9][CH:10]=3)[N:5]=[CH:4][N:3]=2)=[CH:28][CH:27]=1)([CH3:25])([CH3:24])[CH3:23], predict the reactants needed to synthesize it. The reactants are: [Cl:1][C:2]1[C:11]2[C:6](=[CH:7][C:8]([C:12]3[C:17]([C:18]([F:21])([F:20])[F:19])=[CH:16][CH:15]=[CH:14][N:13]=3)=[CH:9][CH:10]=2)[N:5]=[CH:4][N:3]=1.[C:22]([C:26]1[CH:32]=[CH:31][C:29](N)=[CH:28][CH:27]=1)([CH3:25])([CH3:24])[CH3:23].